Dataset: Full USPTO retrosynthesis dataset with 1.9M reactions from patents (1976-2016). Task: Predict the reactants needed to synthesize the given product. (1) Given the product [F:1][C:2]1([F:10])[CH2:7][C@H:6]2[CH2:8][C@@H:3]1[CH2:4][C:5]2=[O:9], predict the reactants needed to synthesize it. The reactants are: [F:1][C:2]1([F:10])[CH2:7][C@H:6]2[CH2:8][C@@H:3]1[CH2:4][C@@H:5]2[OH:9].[Cr](Cl)([O-])(=O)=O.[NH+]1C=CC=CC=1. (2) Given the product [Cl:8][C:4]1[N:3]=[C:2]([NH:9][CH:10]2[CH2:11][CH2:12][N:13]([C:16]([O:18][C:19]([CH3:22])([CH3:21])[CH3:20])=[O:17])[CH2:14][CH2:15]2)[CH:7]=[N:6][CH:5]=1, predict the reactants needed to synthesize it. The reactants are: Cl[C:2]1[CH:7]=[N:6][CH:5]=[C:4]([Cl:8])[N:3]=1.[NH2:9][CH:10]1[CH2:15][CH2:14][N:13]([C:16]([O:18][C:19]([CH3:22])([CH3:21])[CH3:20])=[O:17])[CH2:12][CH2:11]1.ClC1N=C(N2CCN(C(OC(C)(C)C)=O)CC2)C=NC=1. (3) The reactants are: [CH3:1][C:2]1[N:3]=[C:4]2[C:9]([O:10][CH2:11][C:12]3[C:17]([F:18])=[CH:16][CH:15]=[C:14]([F:19])[C:13]=3[F:20])=[CH:8][C:7]([CH3:21])=[CH:6][N:5]2[CH:22]=1.[Br:23]N1C(=O)CCC1=O. Given the product [Br:23][C:22]1[N:5]2[CH:6]=[C:7]([CH3:21])[CH:8]=[C:9]([O:10][CH2:11][C:12]3[C:17]([F:18])=[CH:16][CH:15]=[C:14]([F:19])[C:13]=3[F:20])[C:4]2=[N:3][C:2]=1[CH3:1], predict the reactants needed to synthesize it. (4) Given the product [F:19][C:20]1[C:25]([O:26][C:27](=[O:32])[C:28]([CH3:31])([CH3:30])[CH3:29])=[CH:24][N:23]=[C:22]2[NH:33][CH:34]=[CH:35][C:21]=12, predict the reactants needed to synthesize it. The reactants are: [F-].C([N+](CCCC)(CCCC)CCCC)CCC.[F:19][C:20]1[C:25]([O:26][C:27](=[O:32])[C:28]([CH3:31])([CH3:30])[CH3:29])=[CH:24][N:23]=[C:22]2[N:33]([Si](C(C)C)(C(C)C)C(C)C)[CH:34]=[CH:35][C:21]=12.CCOC(C)=O. (5) Given the product [N:15]1[CH:20]=[CH:19][CH:18]=[N:17][C:16]=1[N:21]1[CH2:26][CH2:25][N:24]([CH2:2][CH2:3][CH2:4][CH2:5][N:6]2[C:10]3[CH:11]=[CH:12][CH:13]=[CH:14][C:9]=3[N:8]=[N:7]2)[CH2:23][CH2:22]1, predict the reactants needed to synthesize it. The reactants are: Cl[CH2:2][CH2:3][CH2:4][CH2:5][N:6]1[C:10]2[CH:11]=[CH:12][CH:13]=[CH:14][C:9]=2[N:8]=[N:7]1.[N:15]1[CH:20]=[CH:19][CH:18]=[N:17][C:16]=1[N:21]1[CH2:26][CH2:25][NH:24][CH2:23][CH2:22]1.C(N(C(C)C)CC)(C)C.[I-].[K+]. (6) Given the product [Cl:28][C:24]1[CH:23]=[C:22]([NH:21][C:19]([NH:18][CH2:17][CH2:16][NH:15][CH2:3][CH:2]([CH:4]2[O:9][C:8]3[CH:10]=[CH:11][CH:12]=[CH:13][C:7]=3[O:6][CH2:5]2)[OH:1])=[O:20])[CH:27]=[CH:26][CH:25]=1, predict the reactants needed to synthesize it. The reactants are: [O:1]1[CH2:3][CH:2]1[CH:4]1[O:9][C:8]2[CH:10]=[CH:11][CH:12]=[CH:13][C:7]=2[O:6][CH2:5]1.Cl.[NH2:15][CH2:16][CH2:17][NH:18][C:19]([NH:21][C:22]1[CH:27]=[CH:26][CH:25]=[C:24]([Cl:28])[CH:23]=1)=[O:20].